Dataset: Reaction yield outcomes from USPTO patents with 853,638 reactions. Task: Predict the reaction yield, written as a fraction of the theoretical maximum amount of product (1.0 means a 100% yield; for example, 0.34 means a 34% yield). (1) The reactants are [H-].COCCO[Al+]OCCOC.[Na+].[H-].[NH2:15][C:16]1([CH3:31])[C:20]2([CH2:22][CH2:21]2)[C:19](=O)[N:18]([CH2:24][C:25]2[CH:30]=[CH:29][CH:28]=[CH:27][CH:26]=2)[CH2:17]1.[OH-].[Na+]. The catalyst is C1(C)C=CC=CC=1. The product is [NH2:15][C:16]1([CH3:31])[C:20]2([CH2:22][CH2:21]2)[CH2:19][N:18]([CH2:24][C:25]2[CH:30]=[CH:29][CH:28]=[CH:27][CH:26]=2)[CH2:17]1. The yield is 1.00. (2) The reactants are Cl.[C:2]([CH:10]1[CH2:15][CH2:14][NH:13][CH2:12][CH2:11]1)(=[O:9])[C:3]1[CH:8]=[CH:7][CH:6]=[CH:5][CH:4]=1.Cl[C:17]1[N:22]([CH3:23])[C:21](=[O:24])[CH:20]=[C:19]([C:25]2[CH:30]=[CH:29][N:28]=[CH:27][CH:26]=2)[N:18]=1.C(N(CC)CC)C.O. The product is [C:2]([CH:10]1[CH2:15][CH2:14][N:13]([C:17]2[N:22]([CH3:23])[C:21](=[O:24])[CH:20]=[C:19]([C:25]3[CH:26]=[CH:27][N:28]=[CH:29][CH:30]=3)[N:18]=2)[CH2:12][CH2:11]1)(=[O:9])[C:3]1[CH:8]=[CH:7][CH:6]=[CH:5][CH:4]=1. The yield is 0.810. The catalyst is O1CCCC1. (3) The reactants are [CH2:1]([O:8][C:9]1[C:17]2[N:16]=[C:15]([C:18]([F:21])([F:20])[F:19])[N:14]([CH3:22])[C:13]=2[CH:12]=[C:11](Br)[CH:10]=1)[C:2]1[CH:7]=[CH:6][CH:5]=[CH:4][CH:3]=1.C1(P(C2C=CC=CC=2)C2C=CC=CC=2)C=CC=CC=1.[CH3:43][NH:44][CH3:45].[C:46](=[O:48])=O. The yield is 0.620. The product is [CH3:43][N:44]([CH3:45])[C:46]([C:11]1[CH:10]=[C:9]([O:8][CH2:1][C:2]2[CH:7]=[CH:6][CH:5]=[CH:4][CH:3]=2)[C:17]2[N:16]=[C:15]([C:18]([F:21])([F:20])[F:19])[N:14]([CH3:22])[C:13]=2[CH:12]=1)=[O:48]. The catalyst is C([O-])(=O)C.[Pd+2].C([O-])(=O)C. (4) The reactants are [Si]([O:8][CH2:9][CH2:10][CH2:11][C:12]1([CH3:27])[C:21](=[N+:22]=[N-:23])[C:20](=[O:24])[C:19]2[C:14](=[CH:15][CH:16]=[C:17]([O:25][CH3:26])[CH:18]=2)[O:13]1)(C(C)(C)C)(C)C.C1COCC1.CCCC[N+](CCCC)(CCCC)CCCC.[F-].CCOC(C)=O. The yield is 0.610. The catalyst is O. The product is [N+:22](=[C:21]1[C:20](=[O:24])[C:19]2[C:14](=[CH:15][CH:16]=[C:17]([O:25][CH3:26])[CH:18]=2)[O:13][C:12]1([CH2:11][CH2:10][CH2:9][OH:8])[CH3:27])=[N-:23]. (5) The reactants are [Br:1][C:2]1[C:3]([F:12])=[C:4]2[C:10]([NH2:11])=[CH:9][NH:8][C:5]2=[N:6][CH:7]=1.[CH2:13]([CH:15]([CH2:19][CH3:20])[C:16](Cl)=[O:17])[CH3:14].[Li+].[OH-].O. The catalyst is N1C=CC=CC=1. The product is [Br:1][C:2]1[C:3]([F:12])=[C:4]2[C:10]([NH:11][C:16](=[O:17])[CH:15]([CH2:19][CH3:20])[CH2:13][CH3:14])=[CH:9][NH:8][C:5]2=[N:6][CH:7]=1. The yield is 0.820. (6) The reactants are [F:1][C:2]1[CH:34]=[C:33]([F:35])[CH:32]=[CH:31][C:3]=1[O:4][C:5]1[CH:6]=[C:7]2[C:11](=[CH:12][C:13]=1[C:14]([NH:16][C@@H:17]([CH2:22][CH2:23][N:24]([CH3:26])[CH3:25])[C:18](OC)=[O:19])=[O:15])[N:10]([CH2:27][CH:28]([CH3:30])[CH3:29])[N:9]=[CH:8]2.[BH4-].[Na+]. The catalyst is C1COCC1.CCO. The product is [F:1][C:2]1[CH:34]=[C:33]([F:35])[CH:32]=[CH:31][C:3]=1[O:4][C:5]1[CH:6]=[C:7]2[C:11](=[CH:12][C:13]=1[C:14]([NH:16][C@@H:17]([CH2:22][CH2:23][N:24]([CH3:26])[CH3:25])[CH2:18][OH:19])=[O:15])[N:10]([CH2:27][CH:28]([CH3:29])[CH3:30])[N:9]=[CH:8]2. The yield is 0.970. (7) The reactants are [Br:1][C:2]1[C:3](Cl)=[N:4][C:5]([CH3:8])=[CH:6][CH:7]=1.[O-:10][Mn](=O)(=O)=O.[K+].OS([O-])=O.[Na+].[ClH:21].[OH-:22].[Na+]. The catalyst is O.CC(OC)(C)C.C1COCC1.S([O-])(OCCCCCCCCCCCC)(=O)=O.[Na+]. The product is [Br:1][C:2]1[CH:7]=[CH:6][C:5]([C:8]([OH:10])=[O:22])=[N:4][C:3]=1[Cl:21]. The yield is 0.390. (8) The reactants are Cl[CH2:2][CH2:3][O:4][C:5]1[CH:6]=[C:7]([C:11]2[CH:12]=[C:13]3[C:18](=[CH:19][CH:20]=2)[N:17]=[C:16]([C:21]2[CH:22]=[N:23][CH:24]=[CH:25][CH:26]=2)[N:15]=[C:14]3[NH:27][CH3:28])[CH:8]=[CH:9][CH:10]=1.[CH3:29][O-:30].[Na+]. The catalyst is CO. The product is [CH3:29][O:30][CH2:2][CH2:3][O:4][C:5]1[CH:6]=[C:7]([C:11]2[CH:12]=[C:13]3[C:18](=[CH:19][CH:20]=2)[N:17]=[C:16]([C:21]2[CH:22]=[N:23][CH:24]=[CH:25][CH:26]=2)[N:15]=[C:14]3[NH:27][CH3:28])[CH:8]=[CH:9][CH:10]=1. The yield is 0.290. (9) The reactants are [NH:1]1[CH2:6][CH2:5][CH:4]([CH2:7][OH:8])[CH2:3][CH2:2]1.C(N(CC)CC)C.[CH3:16][N:17]([CH3:21])[C:18](Cl)=[O:19].O. The catalyst is ClCCl. The product is [CH3:16][N:17]([CH3:21])[C:18]([N:1]1[CH2:6][CH2:5][CH:4]([CH2:7][OH:8])[CH2:3][CH2:2]1)=[O:19]. The yield is 0.820.